From a dataset of Full USPTO retrosynthesis dataset with 1.9M reactions from patents (1976-2016). Predict the reactants needed to synthesize the given product. (1) Given the product [Cl:19][C:16]1[N:15]=[CH:14][C:13]([NH:12][C:4]2[N:3]=[C:2]([NH:21][NH2:22])[N:10]=[C:9]3[C:5]=2[N:6]=[CH:7][N:8]3[CH3:11])=[CH:18][CH:17]=1, predict the reactants needed to synthesize it. The reactants are: Cl[C:2]1[N:10]=[C:9]2[C:5]([N:6]=[CH:7][N:8]2[CH3:11])=[C:4]([NH:12][C:13]2[CH:14]=[N:15][C:16]([Cl:19])=[CH:17][CH:18]=2)[N:3]=1.O.[NH2:21][NH2:22]. (2) Given the product [Cl:19][C:5]1[C:6]([NH:8][C:9]2[CH:18]=[CH:17][CH:16]=[CH:15][C:10]=2[C:11]([NH:13][CH3:14])=[O:12])=[N:7][C:2]([NH:20][C:21]2[C:34]([O:35][CH3:36])=[CH:33][C:24]3[N:25]([CH2:31][CH3:32])[C:26](=[O:30])[CH2:27][CH2:28][CH2:29][C:23]=3[CH:22]=2)=[N:3][CH:4]=1, predict the reactants needed to synthesize it. The reactants are: Cl[C:2]1[N:7]=[C:6]([NH:8][C:9]2[CH:18]=[CH:17][CH:16]=[CH:15][C:10]=2[C:11]([NH:13][CH3:14])=[O:12])[C:5]([Cl:19])=[CH:4][N:3]=1.[NH2:20][C:21]1[C:34]([O:35][CH3:36])=[CH:33][C:24]2[N:25]([CH2:31][CH3:32])[C:26](=[O:30])[CH2:27][CH2:28][CH2:29][C:23]=2[CH:22]=1.Cl.COCCO.C(=O)([O-])[O-]. (3) Given the product [CH3:11][N:12]1[C:20]2[C:15](=[CH:16][CH:17]=[CH:18][CH:19]=2)[C:14]([CH2:25][NH:6][C:5]2[CH:7]=[CH:8][CH:9]=[CH:10][C:4]=2[N+:1]([O-:3])=[O:2])=[CH:13]1, predict the reactants needed to synthesize it. The reactants are: [N+:1]([C:4]1[CH:10]=[CH:9][CH:8]=[CH:7][C:5]=1[NH2:6])([O-:3])=[O:2].[CH3:11][N:12]1[C:20]2[C:15](=[CH:16][CH:17]=[CH:18][CH:19]=2)[CH:14]=[C:13]1C=O.[BH-](OC(C)=O)(OC(C)=O)O[C:25](C)=O.[Na+].C(=O)([O-])O.[Na+]. (4) Given the product [NH:7]1[C:11]2[CH:12]=[CH:13][CH:14]=[CH:15][C:10]=2[N:9]=[C:8]1[CH2:16][N:17]([CH:23]1[C:32]2[N:31]=[CH:30][CH:29]=[CH:28][C:27]=2[CH2:26][CH2:25][CH2:24]1)[CH2:18][CH2:19][CH2:20][CH2:21][NH2:22], predict the reactants needed to synthesize it. The reactants are: C[Si](C)(C)CCOC[N:7]1[C:11]2[CH:12]=[CH:13][CH:14]=[CH:15][C:10]=2[N:9]=[C:8]1[CH2:16][N:17]([CH:23]1[C:32]2[N:31]=[CH:30][CH:29]=[CH:28][C:27]=2[CH2:26][CH2:25][CH2:24]1)[CH2:18][CH2:19][CH2:20][CH2:21][NH2:22].FC(F)(F)C(O)=O. (5) Given the product [CH2:1]([O:8][C@@H:9]1[C@@H:15]([O:16][CH2:17][C:18]2[CH:23]=[CH:22][CH:21]=[CH:20][CH:19]=2)[C@H:14]([O:24][CH2:25][C:26]2[CH:27]=[CH:28][CH:29]=[CH:30][CH:31]=2)[C@@H:13]([CH2:32][O:33][CH2:34][C:35]2[CH:36]=[CH:37][CH:38]=[CH:39][CH:40]=2)[O:12][C:10]1=[O:11])[C:2]1[CH:3]=[CH:4][CH:5]=[CH:6][CH:7]=1, predict the reactants needed to synthesize it. The reactants are: [CH2:1]([O:8][C@@H:9]1[C@@H:15]([O:16][CH2:17][C:18]2[CH:23]=[CH:22][CH:21]=[CH:20][CH:19]=2)[C@H:14]([O:24][CH2:25][C:26]2[CH:31]=[CH:30][CH:29]=[CH:28][CH:27]=2)[C@@H:13]([CH2:32][O:33][CH2:34][C:35]2[CH:40]=[CH:39][CH:38]=[CH:37][CH:36]=2)[O:12][CH:10]1[OH:11])[C:2]1[CH:7]=[CH:6][CH:5]=[CH:4][CH:3]=1.C(OC(=O)C)(=O)C.O. (6) Given the product [Cl:22][C:10]1[C:11]([O:13][C:14]2[CH:19]=[CH:18][CH:17]=[CH:16][C:15]=2[O:20][CH3:21])=[CH:12][C:7]([C:24](=[O:30])[C:25]([O:27][CH2:28][CH3:29])=[O:26])=[C:8]([F:23])[CH:9]=1, predict the reactants needed to synthesize it. The reactants are: C([Mg]Cl)(C)C.Br[C:7]1[CH:12]=[C:11]([O:13][C:14]2[CH:19]=[CH:18][CH:17]=[CH:16][C:15]=2[O:20][CH3:21])[C:10]([Cl:22])=[CH:9][C:8]=1[F:23].[C:24](OCC)(=[O:30])[C:25]([O:27][CH2:28][CH3:29])=[O:26].[Cl-].[NH4+]. (7) Given the product [CH3:16][O:15][N:17]=[CH:6][C:5]1[CH:8]=[CH:9][C:2]([F:1])=[CH:3][C:4]=1[C:10]([F:13])([F:12])[F:11], predict the reactants needed to synthesize it. The reactants are: [F:1][C:2]1[CH:9]=[CH:8][C:5]([CH:6]=O)=[C:4]([C:10]([F:13])([F:12])[F:11])[CH:3]=1.Cl.[O:15]([NH2:17])[CH3:16].